From a dataset of Full USPTO retrosynthesis dataset with 1.9M reactions from patents (1976-2016). Predict the reactants needed to synthesize the given product. (1) Given the product [CH:2]([C:3]1[N:16]=[C:14]([NH:13][CH2:12][CH2:11][CH:10]([CH3:17])[CH3:9])[S:15][CH:4]=1)([CH3:6])[CH3:1], predict the reactants needed to synthesize it. The reactants are: [CH3:1][CH:2]([CH3:6])[C:3](=O)[CH3:4].BrBr.[CH3:9][CH:10]([CH3:17])[CH2:11][CH2:12][NH:13][C:14]([NH2:16])=[S:15].C([O-])(=O)C.[Na+]. (2) Given the product [CH:33]([N:32]1[C:26]2[C:25](=[CH:30][C:29]([Cl:31])=[CH:28][CH:27]=2)[CH:24]=[C:23]1[CH2:22][CH2:21][NH:8][S:9]([CH2:12][C:13]1[CH:18]=[CH:17][C:16]([Cl:19])=[C:15]([Cl:20])[CH:14]=1)(=[O:11])=[O:10])([C:34]1[CH:35]=[CH:36][CH:37]=[CH:38][CH:39]=1)[C:40]1[CH:45]=[CH:44][CH:43]=[CH:42][CH:41]=1, predict the reactants needed to synthesize it. The reactants are: C(OC([N:8]([CH2:21][CH2:22][C:23]#[C:24][C:25]1[CH:30]=[C:29]([Cl:31])[CH:28]=[CH:27][C:26]=1[NH:32][CH:33]([C:40]1[CH:45]=[CH:44][CH:43]=[CH:42][CH:41]=1)[C:34]1[CH:39]=[CH:38][CH:37]=[CH:36][CH:35]=1)[S:9]([CH2:12][C:13]1[CH:18]=[CH:17][C:16]([Cl:19])=[C:15]([Cl:20])[CH:14]=1)(=[O:11])=[O:10])=O)(C)(C)C. (3) Given the product [C:4]([Si:8]([CH3:24])([CH3:23])[O:9][CH2:10][C:11]1[CH:16]=[CH:15][C:14]([C:17](=[N:2][OH:3])[C:18]([F:21])([F:20])[F:19])=[CH:13][CH:12]=1)([CH3:7])([CH3:6])[CH3:5], predict the reactants needed to synthesize it. The reactants are: Cl.[NH2:2][OH:3].[C:4]([Si:8]([CH3:24])([CH3:23])[O:9][CH2:10][C:11]1[CH:16]=[CH:15][C:14]([C:17](=O)[C:18]([F:21])([F:20])[F:19])=[CH:13][CH:12]=1)([CH3:7])([CH3:6])[CH3:5]. (4) Given the product [C:12]([OH:15])(=[O:14])[CH3:13].[N:1]1[C:10]2[C:5](=[N:6][CH:7]=[CH:8][CH:9]=2)[C:4]([OH:14])=[CH:3][CH:2]=1, predict the reactants needed to synthesize it. The reactants are: [N:1]1[C:10]2[CH:9]=[CH:8][CH:7]=[N+:6]([O-])[C:5]=2[CH:4]=[CH:3][CH:2]=1.[C:12]([OH:15])(=[O:14])[CH3:13]. (5) Given the product [C:23]([CH:27]1[CH2:32][CH2:31][CH2:30][CH:29]([CH:33]([CH3:37])[CH2:34][CH:35]=[O:36])[CH2:28]1)([CH3:26])([CH3:24])[CH3:25], predict the reactants needed to synthesize it. The reactants are: CC(OI1(OC(C)=O)(OC(C)=O)OC(=O)C2C=CC=CC1=2)=O.[C:23]([CH:27]1[CH2:32][CH2:31][CH2:30][CH:29]([CH:33]([CH3:37])[CH2:34][CH2:35][OH:36])[CH2:28]1)([CH3:26])([CH3:25])[CH3:24].O. (6) Given the product [OH:63][CH2:62][C@H:61]([NH:60][C:24]([C:23]1[N:5]2[CH:6]=[C:7]([CH3:22])[CH:8]=[C:9]([O:10][CH2:11][CH2:12][CH:13]([C:14]([F:16])([F:15])[F:17])[C:18]([F:19])([F:20])[F:21])[C:4]2=[N:3][C:2]=1[CH3:1])=[O:26])[CH2:64][CH2:65][CH2:66][CH3:67], predict the reactants needed to synthesize it. The reactants are: [CH3:1][C:2]1[N:3]=[C:4]2[C:9]([O:10][CH2:11][CH2:12][CH:13]([C:18]([F:21])([F:20])[F:19])[C:14]([F:17])([F:16])[F:15])=[CH:8][C:7]([CH3:22])=[CH:6][N:5]2[C:23]=1[C:24]([OH:26])=O.CN(C(ON1N=NC2C=CC=NC1=2)=[N+](C)C)C.F[P-](F)(F)(F)(F)F.C(N(CC)C(C)C)(C)C.[NH2:60][C@H:61]([CH2:64][CH2:65][CH2:66][CH3:67])[CH2:62][OH:63]. (7) Given the product [Br:1][C:2]1[CH:10]=[CH:9][C:8]([C:11]#[N:13])=[C:7]2[C:3]=1[C:4]([CH3:15])=[C:5]([CH3:14])[NH:6]2, predict the reactants needed to synthesize it. The reactants are: [Br:1][C:2]1[CH:10]=[CH:9][C:8]([C:11]([NH2:13])=O)=[C:7]2[C:3]=1[C:4]([CH3:15])=[C:5]([CH3:14])[NH:6]2.P(Cl)(Cl)(Cl)=O. (8) Given the product [C:6]1([C@H:12]([N:14]2[CH:15]3[CH:16]([CH2:17][O:18][CH2:19]3)[O:20][CH2:2][C:3]2=[O:4])[CH3:13])[CH:11]=[CH:10][CH:9]=[CH:8][CH:7]=1, predict the reactants needed to synthesize it. The reactants are: Cl[CH2:2][C:3](Cl)=[O:4].[C:6]1([C@H:12]([NH:14][CH:15]2[CH2:19][O:18][CH2:17][CH:16]2[OH:20])[CH3:13])[CH:11]=[CH:10][CH:9]=[CH:8][CH:7]=1.C(N(CC)CC)C.[OH-].[K+].